This data is from Catalyst prediction with 721,799 reactions and 888 catalyst types from USPTO. The task is: Predict which catalyst facilitates the given reaction. (1) Reactant: [CH2:1]([O:3][CH:4]([C:25]1[CH:30]=[CH:29][C:28]([O:31][CH3:32])=[CH:27][C:26]=1[OH:33])[C:5]1[CH:10]=[CH:9][CH:8]=[C:7]([O:11][CH2:12][C:13]2[N:14]=[C:15]([C:19]3[CH:24]=[CH:23][CH:22]=[CH:21][CH:20]=3)[O:16][C:17]=2[CH3:18])[CH:6]=1)[CH3:2].Br[CH2:35][C:36]([O:38]CC)=[O:37].C(=O)([O-])[O-].[K+].[K+].CN(C)C=O. Product: [CH2:1]([O:3][CH:4]([C:5]1[CH:10]=[CH:9][CH:8]=[C:7]([O:11][CH2:12][C:13]2[N:14]=[C:15]([C:19]3[CH:24]=[CH:23][CH:22]=[CH:21][CH:20]=3)[O:16][C:17]=2[CH3:18])[CH:6]=1)[C:25]1[CH:30]=[CH:29][C:28]([O:31][CH3:32])=[CH:27][C:26]=1[O:33][CH2:35][C:36]([OH:38])=[O:37])[CH3:2]. The catalyst class is: 6. (2) Reactant: [C:1]([O:4][C:5]1[CH:6]=[C:7]([CH:11]=[C:12]([O:14][C:15](=[O:17])[CH3:16])[CH:13]=1)[C:8]([OH:10])=O)(=[O:3])[CH3:2].C(N(CC)CC)C.CS(Cl)(=O)=O.[NH2:30][C:31]1[CH:36]=[CH:35][C:34]([OH:37])=[CH:33][CH:32]=1. Product: [C:15]([O:14][C:12]1[CH:11]=[C:7]([CH:6]=[C:5]([O:4][C:1](=[O:3])[CH3:2])[CH:13]=1)[C:8]([NH:30][C:31]1[CH:36]=[CH:35][C:34]([OH:37])=[CH:33][CH:32]=1)=[O:10])(=[O:17])[CH3:16]. The catalyst class is: 7. (3) Reactant: [CH:1]1([O:4][C:5]2[CH:6]=[C:7]([C@:12]([C:21]3[CH:26]=[C:25]([O:27][C:28]([F:33])([F:32])[CH:29]([F:31])[F:30])[CH:24]=[C:23]([F:34])[CH:22]=3)([NH2:20])[CH2:13][C:14]3[CH:19]=[CH:18][CH:17]=[CH:16][CH:15]=3)[CH:8]=[CH:9][C:10]=2[F:11])[CH2:3][CH2:2]1.[CH3:35][C:36]1[O:37][C:38]([C:44]([F:47])([F:46])[F:45])=[C:39]([C:41](O)=[O:42])[N:40]=1.C1CN([P+](Br)(N2CCCC2)N2CCCC2)CC1.F[P-](F)(F)(F)(F)F.CCN(C(C)C)C(C)C. Product: [CH:1]1([O:4][C:5]2[CH:6]=[C:7]([C@@:12]([NH:20][C:41]([C:39]3[N:40]=[C:36]([CH3:35])[O:37][C:38]=3[C:44]([F:47])([F:45])[F:46])=[O:42])([C:21]3[CH:26]=[C:25]([O:27][C:28]([F:33])([F:32])[CH:29]([F:31])[F:30])[CH:24]=[C:23]([F:34])[CH:22]=3)[CH2:13][C:14]3[CH:19]=[CH:18][CH:17]=[CH:16][CH:15]=3)[CH:8]=[CH:9][C:10]=2[F:11])[CH2:2][CH2:3]1. The catalyst class is: 2.